Dataset: Forward reaction prediction with 1.9M reactions from USPTO patents (1976-2016). Task: Predict the product of the given reaction. (1) Given the reactants C([O-])=O.[K+].C(O)=O.[Cl:8][C:9]1[CH:10]=[C:11]([C:15](=[O:17])[CH3:16])[CH:12]=[CH:13][CH:14]=1, predict the reaction product. The product is: [Cl:8][C:9]1[CH:10]=[C:11]([C@@H:15]([OH:17])[CH3:16])[CH:12]=[CH:13][CH:14]=1. (2) Given the reactants [CH3:1][C:2]1[CH:3]=[C:4]([CH2:9][NH2:10])[CH:5]=[CH:6][C:7]=1[CH3:8].[CH:11]1([NH:14][C:15]2[N:20]3[N:21]=[CH:22][C:23](/[CH:24]=[C:25]4/[C:26](=[O:31])[NH:27][C:28](=[O:30])[NH:29]/4)=[C:19]3[N:18]=[C:17](S(C)(=O)=O)[N:16]=2)[CH2:13][CH2:12]1.C1(NC2N3N=CC(/C=C4/C(=O)NC(=O)N/4)=C3N=C(S(C)=O)N=2)CC1, predict the reaction product. The product is: [CH:11]1([NH:14][C:15]2[N:20]3[N:21]=[CH:22][C:23](/[CH:24]=[C:25]4/[C:26](=[O:31])[NH:27][C:28](=[O:30])[NH:29]/4)=[C:19]3[N:18]=[C:17]([NH:10][CH2:9][C:4]3[CH:5]=[CH:6][C:7]([CH3:8])=[C:2]([CH3:1])[CH:3]=3)[N:16]=2)[CH2:12][CH2:13]1. (3) Given the reactants [C:1]([C:4]1[CH:5]=[C:6]([CH2:13][C:14]2[CH:34]=[CH:33][C:17]([CH2:18][NH:19][C@H:20]([C:25]([O:27]C3CCCC3)=[O:26])[CH2:21][CH:22]([CH3:24])[CH3:23])=[CH:16][CH:15]=2)[S:7][C:8]=1[NH:9][C:10](=[O:12])[NH2:11])(=[O:3])[NH2:2].[OH-].[Li+], predict the reaction product. The product is: [C:1]([C:4]1[CH:5]=[C:6]([CH2:13][C:14]2[CH:34]=[CH:33][C:17]([CH2:18][NH:19][C@H:20]([C:25]([OH:27])=[O:26])[CH2:21][CH:22]([CH3:24])[CH3:23])=[CH:16][CH:15]=2)[S:7][C:8]=1[NH:9][C:10](=[O:12])[NH2:11])(=[O:3])[NH2:2]. (4) Given the reactants [CH2:1]([O:8][C:9]1[CH:24]=[C:23]([CH:25]=[O:26])[C:22]([Cl:27])=[CH:21][C:10]=1[C:11]([O:13][CH2:14][C:15]1[CH:20]=[CH:19][CH:18]=[CH:17][CH:16]=1)=[O:12])[C:2]1[CH:7]=[CH:6][CH:5]=[CH:4][CH:3]=1.CC(CC)=C.S(=O)(=O)([OH:35])N.Cl([O-])=O.[Na+].S([O-])([O-])(=O)=S.[Na+].[Na+], predict the reaction product. The product is: [CH2:1]([O:8][C:9]1[C:10]([C:11]([O:13][CH2:14][C:15]2[CH:20]=[CH:19][CH:18]=[CH:17][CH:16]=2)=[O:12])=[CH:21][C:22]([Cl:27])=[C:23]([CH:24]=1)[C:25]([OH:35])=[O:26])[C:2]1[CH:3]=[CH:4][CH:5]=[CH:6][CH:7]=1. (5) Given the reactants [C:1]([C:5]1[CH:6]=[C:7]2[C:19]3=[C:20]4[C:10](=[CH:11][CH:12]=[C:13]([C:21]5[CH:26]=[CH:25][C:24]([Cl:27])=[CH:23][CH:22]=5)[C:14]4=[CH:15][CH:16]=[C:17]3[CH:18]=1)[CH:9]=[CH:8]2)([CH3:4])([CH3:3])[CH3:2].[Br:28]N1C(=O)CCC1=O, predict the reaction product. The product is: [Br:28][C:11]1[C:10]2[C:20]3=[C:19]4[C:7](=[CH:8][CH:9]=2)[CH:6]=[C:5]([C:1]([CH3:4])([CH3:2])[CH3:3])[CH:18]=[C:17]4[CH:16]=[CH:15][C:14]3=[C:13]([C:21]2[CH:22]=[CH:23][C:24]([Cl:27])=[CH:25][CH:26]=2)[CH:12]=1. (6) Given the reactants [NH2:1][C@H:2]([C:5]1[N:14]([C:15]2[CH:20]=[CH:19][CH:18]=[CH:17][CH:16]=2)[C:13](=[O:21])[C:12]2[C:7](=[CH:8][CH:9]=[CH:10][C:11]=2[F:22])[N:6]=1)[CH2:3][CH3:4].Cl[C:24]1[N:29]=[CH:28][N:27]=[C:26]([NH2:30])[C:25]=1[C:31]1[O:32][C:33]([CH3:36])=[N:34][N:35]=1.CCN(C(C)C)C(C)C.CCOC(C)=O, predict the reaction product. The product is: [NH2:30][C:26]1[N:27]=[CH:28][N:29]=[C:24]([NH:1][C@H:2]([C:5]2[N:14]([C:15]3[CH:16]=[CH:17][CH:18]=[CH:19][CH:20]=3)[C:13](=[O:21])[C:12]3[C:7](=[CH:8][CH:9]=[CH:10][C:11]=3[F:22])[N:6]=2)[CH2:3][CH3:4])[C:25]=1[C:31]1[O:32][C:33]([CH3:36])=[N:34][N:35]=1.